Task: Predict the product of the given reaction.. Dataset: Forward reaction prediction with 1.9M reactions from USPTO patents (1976-2016) (1) The product is: [NH2:1][C:2]1[O:6][N:5]=[C:4]([C:7]2[CH:12]=[CH:11][CH:10]=[CH:9][C:8]=2[O:13][C:14]([F:15])([F:16])[F:17])[C:3]=1[C:18]([N:44]1[CH2:43][CH2:42][N:41]([C:37]2[CH:38]=[CH:39][CH:40]=[C:35]([O:34][CH3:33])[CH:36]=2)[CH2:46][CH2:45]1)=[O:20]. Given the reactants [NH2:1][C:2]1[O:6][N:5]=[C:4]([C:7]2[CH:12]=[CH:11][CH:10]=[CH:9][C:8]=2[O:13][C:14]([F:17])([F:16])[F:15])[C:3]=1[C:18]([OH:20])=O.Cl.C(N=C=NCCCN(C)C)C.[CH3:33][O:34][C:35]1[CH:36]=[C:37]([N:41]2[CH2:46][CH2:45][NH:44][CH2:43][CH2:42]2)[CH:38]=[CH:39][CH:40]=1, predict the reaction product. (2) Given the reactants [C:1]([CH2:3][N:4]([C:16]1[CH:21]=[CH:20][N:19]=[C:18](F)[N:17]=1)[C:5](=[O:15])[C@H:6]([CH2:8][C:9]1[CH:14]=[CH:13][CH:12]=[CH:11][CH:10]=1)[NH2:7])#[N:2].[Cl:23][C:24]1[CH:29]=[CH:28][C:27]([N:30]2[CH2:35][CH2:34][NH:33][CH2:32][CH2:31]2)=[CH:26][CH:25]=1, predict the reaction product. The product is: [Cl:23][C:24]1[CH:25]=[CH:26][C:27]([N:30]2[CH2:35][CH2:34][N:33]([C:18]3[N:17]=[C:16]([N:4]([CH2:3][C:1]#[N:2])[C:5](=[O:15])[C@H:6]([CH2:8][C:9]4[CH:14]=[CH:13][CH:12]=[CH:11][CH:10]=4)[NH2:7])[CH:21]=[CH:20][N:19]=3)[CH2:32][CH2:31]2)=[CH:28][CH:29]=1. (3) The product is: [CH2:14]([O:16][C:17](=[O:28])[C:18]([OH:27])([C:23]([F:26])([F:25])[F:24])[CH2:19][C:20]([C:10]1[CH:11]=[C:6]([F:5])[CH:7]=[CH:8][C:9]=1[O:12][CH3:13])([CH3:22])[CH3:21])[CH3:15]. Given the reactants [Cl-].[Al+3].[Cl-].[Cl-].[F:5][C:6]1[CH:11]=[CH:10][C:9]([O:12][CH3:13])=[CH:8][CH:7]=1.[CH2:14]([O:16][C:17](=[O:28])[C:18]([OH:27])([C:23]([F:26])([F:25])[F:24])[CH2:19][C:20](=[CH2:22])[CH3:21])[CH3:15].Cl, predict the reaction product. (4) Given the reactants CN(C(ON1N=NC2C=CC=NC1=2)=[N+](C)C)C.F[P-](F)(F)(F)(F)F.CCN(C(C)C)C(C)C.[OH:34][CH2:35][C@H:36]([NH:54][C:55](=[O:63])[CH2:56][N:57]1[CH2:62][CH2:61][O:60][CH2:59][CH2:58]1)[C:37]([NH:39][C@@H:40]([CH2:44][C:45]1[CH:50]=[CH:49][C:48]([O:51][CH3:52])=[C:47]([OH:53])[CH:46]=1)[C:41](O)=[O:42])=[O:38].[NH2:64][C@@H:65]([CH2:72][C:73]1[CH2:78][CH2:77][CH2:76][CH2:75][CH:74]=1)[C:66]([C@@:68]1([CH3:71])[CH2:70][O:69]1)=[O:67], predict the reaction product. The product is: [C:73]1([CH2:72][C@H:65]([NH:64][C:41](=[O:42])[C@@H:40]([NH:39][C:37](=[O:38])[C@@H:36]([NH:54][C:55](=[O:63])[CH2:56][N:57]2[CH2:58][CH2:59][O:60][CH2:61][CH2:62]2)[CH2:35][OH:34])[CH2:44][C:45]2[CH:50]=[CH:49][C:48]([O:51][CH3:52])=[C:47]([OH:53])[CH:46]=2)[C:66]([C@@:68]2([CH3:71])[CH2:70][O:69]2)=[O:67])[CH2:78][CH2:77][CH2:76][CH2:75][CH:74]=1. (5) The product is: [C:1]([O:5][CH:6]([C:12]1[C:16]([C:17]2[CH:18]=[CH:19][C:20]3[O:25][CH2:24][CH2:23][CH2:22][C:21]=3[CH:26]=2)=[C:15]([C:27]2[CH:32]=[CH:31][N:30]=[CH:29][CH:28]=2)[S:14][C:13]=1[CH:33]=[O:35])[C:7]([O:9][CH2:10][CH3:11])=[O:8])([CH3:4])([CH3:2])[CH3:3]. Given the reactants [C:1]([O:5][CH:6]([C:12]1[C:16]([C:17]2[CH:18]=[CH:19][C:20]3[O:25][CH2:24][CH2:23][CH2:22][C:21]=3[CH:26]=2)=[C:15]([C:27]2[CH:32]=[CH:31][N:30]=[CH:29][CH:28]=2)[S:14][C:13]=1[CH3:33])[C:7]([O:9][CH2:10][CH3:11])=[O:8])([CH3:4])([CH3:3])[CH3:2].[Se](=O)=[O:35], predict the reaction product. (6) Given the reactants [Br-].[CH3:2][O:3][C:4]1[CH:5]=[C:6]([CH:27]=[C:28]([O:30][CH3:31])[CH:29]=1)[CH2:7][P+](C1C=CC=CC=1)(C1C=CC=CC=1)C1C=CC=CC=1.[F:32][C:33]1[CH:40]=[CH:39][C:36]([CH:37]=O)=[CH:35][CH:34]=1.[OH-].[Na+].O, predict the reaction product. The product is: [F:32][C:33]1[CH:40]=[CH:39][C:36]([CH:37]=[CH:7][C:6]2[CH:27]=[C:28]([O:30][CH3:31])[CH:29]=[C:4]([O:3][CH3:2])[CH:5]=2)=[CH:35][CH:34]=1. (7) Given the reactants [N:1]1([CH2:6][CH2:7][CH2:8][NH:9][C:10]([C:12]2[C:20]3[N:19]=[C:18]([C:21]4[S:22][CH:23]=[CH:24][CH:25]=4)[NH:17][C:16]=3[C:15]([O:26]C)=[CH:14][CH:13]=2)=[O:11])[CH:5]=[CH:4][N:3]=[CH:2]1.B(Br)(Br)Br, predict the reaction product. The product is: [N:1]1([CH2:6][CH2:7][CH2:8][NH:9][C:10]([C:12]2[C:20]3[N:19]=[C:18]([C:21]4[S:22][CH:23]=[CH:24][CH:25]=4)[NH:17][C:16]=3[C:15]([OH:26])=[CH:14][CH:13]=2)=[O:11])[CH:5]=[CH:4][N:3]=[CH:2]1. (8) Given the reactants Cl.Cl.Cl.[S:4]1[C:8]2[CH:9]=[CH:10][C:11]([NH:13][C:14]3[C:15]4[CH:22]=[C:21]([C:23]5[CH2:24][CH2:25][NH:26][CH2:27][CH:28]=5)[NH:20][C:16]=4[N:17]=[CH:18][N:19]=3)=[CH:12][C:7]=2[N:6]=[CH:5]1.C(N(CC)[CH:33]([CH3:35])[CH3:34])(C)C.C([N:42]=[C:43]=[O:44])(C)(C)C.[CH3:45]O, predict the reaction product. The product is: [C:33]([CH:25]1[CH2:24][C:23]([C:21]2[NH:20][C:16]3[N:17]=[CH:18][N:19]=[C:14]([NH:13][C:11]4[CH:10]=[CH:9][C:8]5[S:4][CH:5]=[N:6][C:7]=5[CH:12]=4)[C:15]=3[CH:22]=2)=[CH:28][CH2:27][N:26]1[C:43]([NH2:42])=[O:44])([CH3:34])([CH3:35])[CH3:45].